Dataset: NCI-60 drug combinations with 297,098 pairs across 59 cell lines. Task: Regression. Given two drug SMILES strings and cell line genomic features, predict the synergy score measuring deviation from expected non-interaction effect. Drug 1: CC1=C2C(C(=O)C3(C(CC4C(C3C(C(C2(C)C)(CC1OC(=O)C(C(C5=CC=CC=C5)NC(=O)OC(C)(C)C)O)O)OC(=O)C6=CC=CC=C6)(CO4)OC(=O)C)O)C)O. Drug 2: CS(=O)(=O)OCCCCOS(=O)(=O)C. Cell line: EKVX. Synergy scores: CSS=7.12, Synergy_ZIP=-2.62, Synergy_Bliss=-2.37, Synergy_Loewe=-6.20, Synergy_HSA=-1.04.